From a dataset of Forward reaction prediction with 1.9M reactions from USPTO patents (1976-2016). Predict the product of the given reaction. (1) Given the reactants C(OC([N:8]1[C:16]2[CH:15]=[CH:14][C:13]([Cl:17])=[CH:12][C:11]=2[C:10]2[CH2:18][CH:19]([C:21]([S:26]([C:29]3[CH:34]=[CH:33][CH:32]=[CH:31][CH:30]=3)(=[O:28])=[O:27])([CH3:25])[CH2:22][O:23][CH3:24])[CH2:20][C:9]1=2)=O)(C)(C)C.C(O)(C(F)(F)F)=O, predict the reaction product. The product is: [C:29]1([S:26]([C:21]([CH:19]2[CH2:20][C:9]3[NH:8][C:16]4[CH:15]=[CH:14][C:13]([Cl:17])=[CH:12][C:11]=4[C:10]=3[CH2:18]2)([CH3:25])[CH2:22][O:23][CH3:24])(=[O:27])=[O:28])[CH:34]=[CH:33][CH:32]=[CH:31][CH:30]=1. (2) Given the reactants [CH:1]([C:3]1[CH:27]=[CH:26][C:6]([O:7][CH2:8][C:9]2[N:10]=[C:11]([N:15]3[CH2:20][CH2:19][CH:18]([C:21]([O:23][CH2:24][CH3:25])=[O:22])[CH2:17][CH2:16]3)[S:12][C:13]=2[CH3:14])=[C:5]([O:28][CH3:29])[CH:4]=1)=[O:2].C(O)C.[BH4-].[Na+].O, predict the reaction product. The product is: [OH:2][CH2:1][C:3]1[CH:27]=[CH:26][C:6]([O:7][CH2:8][C:9]2[N:10]=[C:11]([N:15]3[CH2:16][CH2:17][CH:18]([C:21]([O:23][CH2:24][CH3:25])=[O:22])[CH2:19][CH2:20]3)[S:12][C:13]=2[CH3:14])=[C:5]([O:28][CH3:29])[CH:4]=1. (3) Given the reactants [Br:1][C:2]1[CH:3]=[CH:4][C:5]([CH2:15][CH3:16])=[C:6]([CH:8]2[C:12](=[O:13])[CH:11]=[CH:10][C:9]2=[O:14])[CH:7]=1, predict the reaction product. The product is: [Br:1][C:2]1[CH:3]=[CH:4][C:5]([CH2:15][CH3:16])=[C:6]([CH:8]2[C:12](=[O:13])[CH2:11][CH2:10][C:9]2=[O:14])[CH:7]=1. (4) Given the reactants B1C2CCCC1CCC2.[CH3:10][N:11]([CH3:28])[C:12]([CH2:14][CH2:15][C:16]1[CH:17]=[C:18]([CH2:21][CH2:22][C:23]([O:25][CH2:26][CH3:27])=[O:24])[NH:19][CH:20]=1)=O.C(CN)O, predict the reaction product. The product is: [CH3:28][N:11]([CH3:10])[CH2:12][CH2:14][CH2:15][C:16]1[CH:17]=[C:18]([CH2:21][CH2:22][C:23]([O:25][CH2:26][CH3:27])=[O:24])[NH:19][CH:20]=1. (5) Given the reactants [CH3:1][C:2]1[CH:7]=[CH:6][CH:5]=[C:4]([CH3:8])[C:3]=1[NH:9][C:10]([CH:12]1[CH2:17][CH2:16][CH2:15][CH2:14][N:13]1C(OCC1C=CC=CC=1)=O)=[O:11], predict the reaction product. The product is: [CH3:1][C:2]1[CH:7]=[CH:6][CH:5]=[C:4]([CH3:8])[C:3]=1[NH:9][C:10]([CH:12]1[CH2:17][CH2:16][CH2:15][CH2:14][NH:13]1)=[O:11]. (6) Given the reactants [CH:1]([N:4]1[CH2:8][CH2:7][N:6]([CH:9]([CH3:11])[CH3:10])[C:5]1=[Au-2:12]Cl)([CH3:3])[CH3:2].C(OCC)C.[CH3:19][Si:20]([CH3:27])([CH3:26])[N-:21][Si:22]([CH3:25])([CH3:24])[CH3:23].[Li+], predict the reaction product. The product is: [CH3:19][Si:20]([CH3:27])([CH3:26])[N-:21][Si:22]([CH3:25])([CH3:24])[CH3:23].[CH:9]([N:6]1[CH2:7][CH2:8][N:4]([CH:1]([CH3:3])[CH3:2])[C:5]1=[Au-:12])([CH3:11])[CH3:10].